Dataset: Forward reaction prediction with 1.9M reactions from USPTO patents (1976-2016). Task: Predict the product of the given reaction. Given the reactants [CH3:1][O:2][C:3](=[O:30])[CH2:4][C:5]1[CH:10]=[CH:9][C:8]([C:11]#[C:12][C:13]2[CH:18]=[C:17]([C:19]([CH3:22])([CH3:21])[CH3:20])[C:16]([O:23][CH:24]([CH3:26])[CH3:25])=[C:15]([CH2:27]Br)[C:14]=2[CH3:29])=[CH:7][CH:6]=1.[CH3:31][Si:32]([C:35]#[CH:36])([CH3:34])[CH3:33].C(OCC)(=O)C, predict the reaction product. The product is: [CH3:1][O:2][C:3](=[O:30])[CH2:4][C:5]1[CH:10]=[CH:9][C:8]([C:11]#[C:12][C:13]2[CH:18]=[C:17]([C:19]([CH3:22])([CH3:21])[CH3:20])[C:16]([O:23][CH:24]([CH3:26])[CH3:25])=[C:15]([CH2:27][C:36]#[C:35][Si:32]([CH3:34])([CH3:33])[CH3:31])[C:14]=2[CH3:29])=[CH:7][CH:6]=1.